The task is: Predict the product of the given reaction.. This data is from Forward reaction prediction with 1.9M reactions from USPTO patents (1976-2016). (1) Given the reactants Br[CH2:2][CH2:3][CH2:4][O:5][C:6]1[CH:11]=[CH:10][C:9]([CH2:12][CH:13]([O:17][CH3:18])[C:14]([OH:16])=[O:15])=[CH:8][C:7]=1[O:19][CH3:20].[OH:21][C:22]1[CH:27]=[CH:26][C:25]([C:28](=[O:36])[CH2:29][C:30]2[CH:35]=[CH:34][CH:33]=[CH:32][CH:31]=2)=[CH:24][CH:23]=1, predict the reaction product. The product is: [CH3:18][O:17][CH:13]([CH2:12][C:9]1[CH:10]=[CH:11][C:6]([O:5][CH2:4][CH2:3][CH2:2][O:21][C:22]2[CH:23]=[CH:24][C:25]([C:28](=[O:36])[CH2:29][C:30]3[CH:31]=[CH:32][CH:33]=[CH:34][CH:35]=3)=[CH:26][CH:27]=2)=[C:7]([O:19][CH3:20])[CH:8]=1)[C:14]([OH:16])=[O:15]. (2) Given the reactants Br[C:2]1[N:3]([CH2:16][C:17]2[CH:22]=[C:21]([Cl:23])[CH:20]=[CH:19][C:18]=2[Cl:24])[C:4]([C:11]([O:13][CH2:14][CH3:15])=[O:12])=[C:5]([C:7]([F:10])([F:9])[F:8])[N:6]=1.[N:25]1[CH:30]=[CH:29][CH:28]=[C:27](B(O)O)[CH:26]=1.C(=O)([O-])[O-].[Cs+].[Cs+], predict the reaction product. The product is: [Cl:24][C:18]1[CH:19]=[CH:20][C:21]([Cl:23])=[CH:22][C:17]=1[CH2:16][N:3]1[C:4]([C:11]([O:13][CH2:14][CH3:15])=[O:12])=[C:5]([C:7]([F:10])([F:9])[F:8])[N:6]=[C:2]1[C:27]1[CH:26]=[N:25][CH:30]=[CH:29][CH:28]=1. (3) The product is: [C:20]1([C:15]23[CH2:18][CH2:19][C:12]([CH2:11][C:27]#[N:28])([CH2:17][CH2:16]2)[CH2:13][CH2:14]3)[CH:25]=[CH:24][CH:23]=[CH:22][CH:21]=1. Given the reactants C1(C)C=CC(S(O[CH2:11][C:12]23[CH2:19][CH2:18][C:15]([C:20]4[CH:25]=[CH:24][CH:23]=[CH:22][CH:21]=4)([CH2:16][CH2:17]2)[CH2:14][CH2:13]3)(=O)=O)=CC=1.[C-:27]#[N:28].[Na+].O, predict the reaction product.